Dataset: Catalyst prediction with 721,799 reactions and 888 catalyst types from USPTO. Task: Predict which catalyst facilitates the given reaction. (1) Reactant: [CH:1]([C:3]1[CH:17]=[CH:16][C:6]([O:7][CH2:8][C:9]([O:11][C:12]([CH3:15])([CH3:14])[CH3:13])=[O:10])=[CH:5][CH:4]=1)=O.[Cl:18][C:19]1[CH:25]=[CH:24][C:22]([NH2:23])=[CH:21][CH:20]=1. Product: [Cl:18][C:19]1[CH:25]=[CH:24][C:22](/[N:23]=[CH:1]/[C:3]2[CH:17]=[CH:16][C:6]([O:7][CH2:8][C:9]([O:11][C:12]([CH3:15])([CH3:14])[CH3:13])=[O:10])=[CH:5][CH:4]=2)=[CH:21][CH:20]=1. The catalyst class is: 11. (2) Reactant: [NH2:1][C:2]1[CH:10]=[C:9]2[C:5]([C:6]([F:14])([F:13])[O:7][C:8]2([F:12])[F:11])=[CH:4][C:3]=1[OH:15].[Cl:16][C:17]1[CH:25]=[N:24][CH:23]=[CH:22][C:18]=1[C:19](O)=[O:20].CCN=C=NCCCN(C)C.N1C=CC=CC=1. Product: [Cl:16][C:17]1[CH:25]=[N:24][CH:23]=[CH:22][C:18]=1[C:19]([NH:1][C:2]1[CH:10]=[C:9]2[C:5](=[CH:4][C:3]=1[OH:15])[C:6]([F:14])([F:13])[O:7][C:8]2([F:11])[F:12])=[O:20]. The catalyst class is: 6. (3) Reactant: FC(F)(F)C(O)=O.C([O:12][CH2:13][CH:14]([C:25]1[N:34]([C:35]2[CH:40]=[CH:39][CH:38]=[CH:37][CH:36]=2)[C:33](=[O:41])[C:32]2[C:27](=[CH:28][CH:29]=[CH:30][CH:31]=2)[N:26]=1)[NH:15][C:16]1[N:24]=[CH:23][N:22]=[C:21]2[C:17]=1[N:18]=[CH:19][NH:20]2)(C)(C)C. Product: [OH:12][CH2:13][CH:14]([C:25]1[N:34]([C:35]2[CH:40]=[CH:39][CH:38]=[CH:37][CH:36]=2)[C:33](=[O:41])[C:32]2[C:27](=[CH:28][CH:29]=[CH:30][CH:31]=2)[N:26]=1)[NH:15][C:16]1[N:24]=[CH:23][N:22]=[C:21]2[C:17]=1[N:18]=[CH:19][NH:20]2. The catalyst class is: 4. (4) Reactant: [Cl:1][C:2]1[C:3]([CH2:8][NH:9][C:10]([C@H:12]2[CH2:17][CH2:16][C@H:15]([C:18]([O:20]C)=O)[CH2:14][CH2:13]2)=O)=[N:4][CH:5]=[CH:6][N:7]=1.CN(C=O)C. Product: [Cl:1][C:2]1[C:3]2[N:4]([C:10]([C@H:12]3[CH2:17][CH2:16][C@H:15]([CH2:18][OH:20])[CH2:14][CH2:13]3)=[N:9][CH:8]=2)[CH:5]=[CH:6][N:7]=1. The catalyst class is: 10. (5) Reactant: Cl.[Br:2][C:3]1[CH:11]=[CH:10][CH:9]=[C:8]2[C:4]=1[CH:5]=[CH:6][N:7]2[CH2:12][C@H:13]1[CH2:17][O:16]C(C)(C)[O:14]1. Product: [Br:2][C:3]1[CH:11]=[CH:10][CH:9]=[C:8]2[C:4]=1[CH:5]=[CH:6][N:7]2[CH2:12][C@H:13]([OH:14])[CH2:17][OH:16]. The catalyst class is: 7. (6) Reactant: [OH:1][C:2]1([C:9]([O:11]CC2C=CC=CC=2)=[O:10])[CH:7](I)[CH2:6][CH2:5][O:4][CH2:3]1. Product: [OH:1][C:2]1([C:9]([OH:11])=[O:10])[CH2:7][CH2:6][CH2:5][O:4][CH2:3]1. The catalyst class is: 45.